This data is from Merck oncology drug combination screen with 23,052 pairs across 39 cell lines. The task is: Regression. Given two drug SMILES strings and cell line genomic features, predict the synergy score measuring deviation from expected non-interaction effect. (1) Drug 2: Cc1nc(Nc2ncc(C(=O)Nc3c(C)cccc3Cl)s2)cc(N2CCN(CCO)CC2)n1. Synergy scores: synergy=25.7. Drug 1: O=C(O)C1(Cc2cccc(Nc3nccs3)n2)CCC(Oc2cccc(Cl)c2F)CC1. Cell line: UACC62. (2) Drug 1: CN1C(=O)C=CC2(C)C3CCC4(C)C(NC(=O)OCC(F)(F)F)CCC4C3CCC12. Drug 2: O=C(O)C1(Cc2cccc(Nc3nccs3)n2)CCC(Oc2cccc(Cl)c2F)CC1. Cell line: COLO320DM. Synergy scores: synergy=6.75. (3) Drug 1: COc1cccc2c1C(=O)c1c(O)c3c(c(O)c1C2=O)CC(O)(C(=O)CO)CC3OC1CC(N)C(O)C(C)O1. Drug 2: C#Cc1cccc(Nc2ncnc3cc(OCCOC)c(OCCOC)cc23)c1. Cell line: CAOV3. Synergy scores: synergy=7.89. (4) Drug 1: CN1C(=O)C=CC2(C)C3CCC4(C)C(NC(=O)OCC(F)(F)F)CCC4C3CCC12. Drug 2: C#Cc1cccc(Nc2ncnc3cc(OCCOC)c(OCCOC)cc23)c1. Cell line: SKOV3. Synergy scores: synergy=9.26. (5) Drug 1: N.N.O=C(O)C1(C(=O)O)CCC1.[Pt]. Drug 2: C#Cc1cccc(Nc2ncnc3cc(OCCOC)c(OCCOC)cc23)c1. Cell line: SW837. Synergy scores: synergy=13.0. (6) Drug 1: COc1cc(C2c3cc4c(cc3C(OC3OC5COC(C)OC5C(O)C3O)C3COC(=O)C23)OCO4)cc(OC)c1O. Drug 2: O=C(O)C1(Cc2cccc(Nc3nccs3)n2)CCC(Oc2cccc(Cl)c2F)CC1. Cell line: EFM192B. Synergy scores: synergy=13.4.